Dataset: NCI-60 drug combinations with 297,098 pairs across 59 cell lines. Task: Regression. Given two drug SMILES strings and cell line genomic features, predict the synergy score measuring deviation from expected non-interaction effect. (1) Drug 1: CC1=C(C=C(C=C1)NC2=NC=CC(=N2)N(C)C3=CC4=NN(C(=C4C=C3)C)C)S(=O)(=O)N.Cl. Drug 2: CC1C(C(CC(O1)OC2CC(CC3=C2C(=C4C(=C3O)C(=O)C5=CC=CC=C5C4=O)O)(C(=O)C)O)N)O. Cell line: SK-OV-3. Synergy scores: CSS=35.0, Synergy_ZIP=3.70, Synergy_Bliss=3.91, Synergy_Loewe=-13.2, Synergy_HSA=5.61. (2) Drug 1: C1=NC2=C(N=C(N=C2N1C3C(C(C(O3)CO)O)O)F)N. Drug 2: CCCCC(=O)OCC(=O)C1(CC(C2=C(C1)C(=C3C(=C2O)C(=O)C4=C(C3=O)C=CC=C4OC)O)OC5CC(C(C(O5)C)O)NC(=O)C(F)(F)F)O. Cell line: NCI-H522. Synergy scores: CSS=47.3, Synergy_ZIP=-1.91, Synergy_Bliss=2.78, Synergy_Loewe=-10.0, Synergy_HSA=3.31. (3) Drug 1: CS(=O)(=O)C1=CC(=C(C=C1)C(=O)NC2=CC(=C(C=C2)Cl)C3=CC=CC=N3)Cl. Drug 2: C1=NC2=C(N=C(N=C2N1C3C(C(C(O3)CO)O)F)Cl)N. Cell line: SF-539. Synergy scores: CSS=25.2, Synergy_ZIP=-2.24, Synergy_Bliss=4.38, Synergy_Loewe=-10.2, Synergy_HSA=5.21. (4) Drug 1: COC1=C2C(=CC3=C1OC=C3)C=CC(=O)O2. Drug 2: CC(C)CN1C=NC2=C1C3=CC=CC=C3N=C2N. Cell line: NCI-H522. Synergy scores: CSS=-3.31, Synergy_ZIP=-0.987, Synergy_Bliss=-6.83, Synergy_Loewe=-6.76, Synergy_HSA=-7.52. (5) Drug 1: CN1CCC(CC1)COC2=C(C=C3C(=C2)N=CN=C3NC4=C(C=C(C=C4)Br)F)OC. Drug 2: CC1=C(C(CCC1)(C)C)C=CC(=CC=CC(=CC(=O)O)C)C. Cell line: LOX IMVI. Synergy scores: CSS=12.0, Synergy_ZIP=-5.00, Synergy_Bliss=-0.903, Synergy_Loewe=0.743, Synergy_HSA=1.84. (6) Drug 1: C1C(C(OC1N2C=NC3=C2NC=NCC3O)CO)O. Drug 2: CC1CCCC2(C(O2)CC(NC(=O)CC(C(C(=O)C(C1O)C)(C)C)O)C(=CC3=CSC(=N3)C)C)C. Cell line: SF-268. Synergy scores: CSS=36.7, Synergy_ZIP=1.00, Synergy_Bliss=0.211, Synergy_Loewe=-8.85, Synergy_HSA=0.704. (7) Drug 1: COC1=C(C=C2C(=C1)N=CN=C2NC3=CC(=C(C=C3)F)Cl)OCCCN4CCOCC4. Drug 2: C1=CN(C(=O)N=C1N)C2C(C(C(O2)CO)O)O.Cl. Cell line: HOP-92. Synergy scores: CSS=43.2, Synergy_ZIP=-7.90, Synergy_Bliss=-2.45, Synergy_Loewe=3.20, Synergy_HSA=4.61. (8) Drug 1: CC12CCC(CC1=CCC3C2CCC4(C3CC=C4C5=CN=CC=C5)C)O. Drug 2: CC1CCCC2(C(O2)CC(NC(=O)CC(C(C(=O)C(C1O)C)(C)C)O)C(=CC3=CSC(=N3)C)C)C. Cell line: SNB-75. Synergy scores: CSS=-3.55, Synergy_ZIP=0.425, Synergy_Bliss=-1.66, Synergy_Loewe=-5.30, Synergy_HSA=-3.98.